Task: Predict the reaction yield, written as a fraction of the theoretical maximum amount of product (1.0 means a 100% yield; for example, 0.34 means a 34% yield).. Dataset: Reaction yield outcomes from USPTO patents with 853,638 reactions (1) The product is [CH3:10][O:11][C:12]([C:14]1[S:15][C:16]([Br:36])=[CH:17][C:18]=1[N:19]([C@H:29]1[CH2:34][CH2:33][C@@H:32]([F:7])[CH2:31][CH2:30]1)[C:20]([C@H:22]1[CH2:27][CH2:26][C@H:25]([CH3:28])[CH2:24][CH2:23]1)=[O:21])=[O:13].[CH3:10][O:11][C:12]([C:14]1[S:15][C:16]([Br:36])=[CH:17][C:18]=1[N:19]([C@H:29]1[CH2:34][CH2:33][C@H:32]([F:7])[CH2:31][CH2:30]1)[C:20]([C@H:22]1[CH2:27][CH2:26][C@H:25]([CH3:28])[CH2:24][CH2:23]1)=[O:21])=[O:13]. The yield is 0.180. The reactants are C(N(S(F)(F)[F:7])CC)C.[CH3:10][O:11][C:12]([C:14]1[S:15][C:16]([Br:36])=[CH:17][C:18]=1[N:19]([C@H:29]1[CH2:34][CH2:33][C@H:32](O)[CH2:31][CH2:30]1)[C:20]([C@H:22]1[CH2:27][CH2:26][C@H:25]([CH3:28])[CH2:24][CH2:23]1)=[O:21])=[O:13].C([O-])(O)=O.[Na+]. The catalyst is C(Cl)Cl. (2) The reactants are [F:1][C:2]1[CH:7]=[CH:6][CH:5]=[CH:4][C:3]=1[N:8]1[C:16](=[O:17])[C:15]2[C@@H:14]3[C:18]([CH3:20])([CH3:19])[C@@:11]([CH3:21])([CH2:12][CH2:13]3)[C:10]=2[NH:9]1.I[CH:23]([CH3:25])[CH3:24]. The catalyst is CN(C)C=O.C(=O)(O)[O-].[Na+]. The product is [F:1][C:2]1[CH:7]=[CH:6][CH:5]=[CH:4][C:3]=1[N:8]1[C:16](=[O:17])[C:15]2[C@@H:14]3[C:18]([CH3:20])([CH3:19])[C@@:11]([CH3:21])([CH2:12][CH2:13]3)[C:10]=2[N:9]1[CH:23]([CH3:25])[CH3:24]. The yield is 0.0400.